From a dataset of Catalyst prediction with 721,799 reactions and 888 catalyst types from USPTO. Predict which catalyst facilitates the given reaction. Reactant: [N:1]1([C:7]([C:20]2[S:21][CH:22]=[CH:23][CH:24]=2)([CH3:19])[C:8]([O:10][C@@H:11]2[CH:16]3[CH2:17][CH2:18][N:13]([CH2:14][CH2:15]3)[CH2:12]2)=[O:9])[CH2:6][CH2:5][CH2:4][CH2:3][CH2:2]1.[Br:25][CH2:26][CH2:27][CH2:28][O:29][C:30]1[CH:35]=[C:34]([CH3:36])[N:33]=[C:32]([CH3:37])[CH:31]=1.C(OCC)C. Product: [Br-:25].[CH3:36][C:34]1[CH:35]=[C:30]([O:29][CH2:28][CH2:27][CH2:26][N+:13]23[CH2:14][CH2:15][CH:16]([CH2:17][CH2:18]2)[C@@H:11]([O:10][C:8](=[O:9])[C:7]([N:1]2[CH2:2][CH2:3][CH2:4][CH2:5][CH2:6]2)([C:20]2[S:21][CH:22]=[CH:23][CH:24]=2)[CH3:19])[CH2:12]3)[CH:31]=[C:32]([CH3:37])[N:33]=1. The catalyst class is: 10.